Dataset: Peptide-MHC class I binding affinity with 185,985 pairs from IEDB/IMGT. Task: Regression. Given a peptide amino acid sequence and an MHC pseudo amino acid sequence, predict their binding affinity value. This is MHC class I binding data. The peptide sequence is SESDLEFSW. The MHC is HLA-B18:01 with pseudo-sequence HLA-B18:01. The binding affinity (normalized) is 0.480.